Task: Predict the reactants needed to synthesize the given product.. Dataset: Retrosynthesis with 50K atom-mapped reactions and 10 reaction types from USPTO (1) The reactants are: N#Cc1cc(Br)c2c(c1)cc1n2CCNC1=O.OB(O)c1cccc(C(F)(F)F)c1. Given the product N#Cc1cc(-c2cccc(C(F)(F)F)c2)c2c(c1)cc1n2CCNC1=O, predict the reactants needed to synthesize it. (2) Given the product N#Cc1cnc2c(Cl)cc(N)cc2c1Nc1ccc(F)c(Cl)c1, predict the reactants needed to synthesize it. The reactants are: N#Cc1cnc2c(Cl)cc([N+](=O)[O-])cc2c1Nc1ccc(F)c(Cl)c1.